This data is from Reaction yield outcomes from USPTO patents with 853,638 reactions. The task is: Predict the reaction yield, written as a fraction of the theoretical maximum amount of product (1.0 means a 100% yield; for example, 0.34 means a 34% yield). (1) The reactants are [N:1]1([C:6]([N:8]2[CH:12]=[CH:11]N=[CH:9]2)=[O:7])[CH:5]=[CH:4][N:3]=[CH:2]1.NC1[C:22]2C(=[N:18][CH:19]=[C:20]([Cl:37])[C:21]=2[N:23]2[CH2:28][CH2:27][CH2:26][C@@H:25]([NH:29][C:30](=[O:36])[O:31][C:32]([CH3:35])([CH3:34])[CH3:33])[CH2:24]2)NC=1.[CH2:38]1COCC1. The catalyst is CCOC(C)=O. The product is [Cl:37][C:20]1[C:21]([N:23]2[CH2:28][CH2:27][CH2:26][C@@H:25]([NH:29][C:30](=[O:36])[O:31][C:32]([CH3:35])([CH3:34])[CH3:33])[CH2:24]2)=[C:22]2[C:5]([NH:1][C:6]([N:8]3[CH2:9][CH2:38][CH2:11][CH2:12]3)=[O:7])=[CH:4][NH:3][C:2]2=[N:18][CH:19]=1. The yield is 0.740. (2) The reactants are [N:1]1([C:14]([O:16][CH2:17][C:18]2[CH:23]=[CH:22][CH:21]=[CH:20][CH:19]=2)=[O:15])[CH2:6][CH2:5][CH2:4][C@@H:3]([C:7]([O:9][C:10]([CH3:13])([CH3:12])[CH3:11])=[O:8])[NH:2]1.C(N(C(C)C)CC)(C)C.[C:33](Cl)(Cl)=[O:34].[C:37]([NH:45][NH:46][CH2:47][CH2:48][C:49]([O:51][CH2:52][C:53]1[CH:58]=[CH:57][CH:56]=[CH:55][CH:54]=1)=[O:50])(=[O:44])[C:38]1[CH:43]=[CH:42][CH:41]=[CH:40][CH:39]=1. The catalyst is CCCCCC.CCOC(C)=O.C1(C)C=CC=CC=1. The product is [C:37]([NH:45][N:46]([CH2:47][CH2:48][C:49]([O:51][CH2:52][C:53]1[CH:54]=[CH:55][CH:56]=[CH:57][CH:58]=1)=[O:50])[C:33]([N:2]1[C@H:3]([C:7]([O:9][C:10]([CH3:13])([CH3:12])[CH3:11])=[O:8])[CH2:4][CH2:5][CH2:6][N:1]1[C:14]([O:16][CH2:17][C:18]1[CH:19]=[CH:20][CH:21]=[CH:22][CH:23]=1)=[O:15])=[O:34])(=[O:44])[C:38]1[CH:39]=[CH:40][CH:41]=[CH:42][CH:43]=1. The yield is 0.890.